Dataset: Catalyst prediction with 721,799 reactions and 888 catalyst types from USPTO. Task: Predict which catalyst facilitates the given reaction. (1) Reactant: [C:1]([O:20][CH2:21][CH2:22][CH2:23][CH2:24][OH:25])(=[O:19])[CH2:2][CH2:3][CH2:4][CH2:5][CH2:6][CH2:7][CH2:8]/[CH:9]=[CH:10]\[CH2:11]/[CH:12]=[CH:13]\[CH2:14][CH2:15][CH2:16][CH2:17][CH3:18].C(OCCO)(=[O:44])CCCCCCC/C=C\C/C=C\CCCCC.CC(C)=O.OS(O)(=O)=O.O=[Cr](=O)=O. Product: [C:1]([O:20][CH2:21][CH2:22][CH2:23][C:24]([OH:44])=[O:25])(=[O:19])[CH2:2][CH2:3][CH2:4][CH2:5][CH2:6][CH2:7][CH2:8]/[CH:9]=[CH:10]\[CH2:11]/[CH:12]=[CH:13]\[CH2:14][CH2:15][CH2:16][CH2:17][CH3:18]. The catalyst class is: 21. (2) Reactant: CCC(C)[BH-](C(C)CC)C(C)CC.[Li+].[F:15][CH:16]1[C:21](=[O:22])[CH2:20][CH2:19][N:18]([C:23]([O:25][CH2:26][C:27]2[CH:32]=[CH:31][CH:30]=[CH:29][CH:28]=2)=[O:24])[CH2:17]1. The catalyst class is: 1. Product: [F:15][C@H:16]1[C@@H:21]([OH:22])[CH2:20][CH2:19][N:18]([C:23]([O:25][CH2:26][C:27]2[CH:32]=[CH:31][CH:30]=[CH:29][CH:28]=2)=[O:24])[CH2:17]1. (3) Reactant: [Cl:1][C:2]1[CH:7]=[CH:6][C:5]([C@@H:8]([OH:13])[C:9]([F:12])([F:11])[F:10])=[C:4]([N:14]2[CH:18]=[CH:17][C:16]([CH3:19])=[N:15]2)[CH:3]=1.[H-].[Na+].[NH2:22][C:23]1[N:28]=[C:27](Cl)[N:26]=[C:25]([N:30]2[CH2:54][CH2:53][C:33]3([CH2:37][N:36]([C:38]([O:40][CH2:41][C:42]4[CH:47]=[CH:46][CH:45]=[CH:44][CH:43]=4)=[O:39])[CH:35]([C:48]([O:50][CH2:51][CH3:52])=[O:49])[CH2:34]3)[CH2:32][CH2:31]2)[N:24]=1. Product: [NH2:22][C:23]1[N:28]=[C:27]([O:13][C@H:8]([C:5]2[CH:6]=[CH:7][C:2]([Cl:1])=[CH:3][C:4]=2[N:14]2[CH:18]=[CH:17][C:16]([CH3:19])=[N:15]2)[C:9]([F:12])([F:11])[F:10])[N:26]=[C:25]([N:30]2[CH2:54][CH2:53][C:33]3([CH2:37][N:36]([C:38]([O:40][CH2:41][C:42]4[CH:43]=[CH:44][CH:45]=[CH:46][CH:47]=4)=[O:39])[CH:35]([C:48]([O:50][CH2:51][CH3:52])=[O:49])[CH2:34]3)[CH2:32][CH2:31]2)[N:24]=1. The catalyst class is: 1. (4) Reactant: Br[CH2:2][C:3]1[CH:8]=[CH:7][C:6]([CH2:9][CH2:10][NH:11][C:12]([C:14]2[CH:19]=[CH:18][C:17]([C:20]3[CH:25]=[CH:24][C:23]([Cl:26])=[CH:22][CH:21]=3)=[CH:16][CH:15]=2)=[O:13])=[CH:5][CH:4]=1.C([O-])([O-])=O.[K+].[K+].[CH2:33]([NH:35][CH2:36][CH2:37][C:38]([OH:40])=[O:39])[CH3:34].Cl. Product: [Cl:26][C:23]1[CH:24]=[CH:25][C:20]([C:17]2[CH:18]=[CH:19][C:14]([C:12]([NH:11][CH2:10][CH2:9][C:6]3[CH:7]=[CH:8][C:3]([CH2:2][N:35]([CH2:33][CH3:34])[CH2:36][CH2:37][C:38]([OH:40])=[O:39])=[CH:4][CH:5]=3)=[O:13])=[CH:15][CH:16]=2)=[CH:21][CH:22]=1. The catalyst class is: 444. (5) Reactant: Br[C:2]1[CH:3]=[CH:4][C:5]([N+:8]([O-:10])=[O:9])=[N:6][CH:7]=1.[CH3:11][O:12][C:13]1[CH:14]=[C:15]([SH:19])[CH:16]=[CH:17][CH:18]=1.C(N(CC)CC)C. Product: [CH3:11][O:12][C:13]1[CH:14]=[C:15]([S:19][C:2]2[CH:3]=[CH:4][C:5]([N+:8]([O-:10])=[O:9])=[N:6][CH:7]=2)[CH:16]=[CH:17][CH:18]=1. The catalyst class is: 5. (6) Reactant: [S:1]1[C:5]2[CH:6]=[CH:7][CH:8]=[CH:9][C:4]=2[N:3]=[C:2]1[NH:10][C:11]1[CH:16]=[CH:15][C:14]([OH:17])=[CH:13][CH:12]=1.C(=O)([O-])[O-].[Cs+].[Cs+].F[C:25]1[C:30]([CH:31]2[CH2:36][CH2:35][CH:34]([OH:37])[CH2:33][CH2:32]2)=[CH:29][CH:28]=[CH:27][N:26]=1. Product: [S:1]1[C:5]2[CH:6]=[CH:7][CH:8]=[CH:9][C:4]=2[N:3]=[C:2]1[NH:10][C:11]1[CH:16]=[CH:15][C:14]([O:17][C:25]2[C:30]([CH:31]3[CH2:32][CH2:33][CH:34]([OH:37])[CH2:35][CH2:36]3)=[CH:29][CH:28]=[CH:27][N:26]=2)=[CH:13][CH:12]=1. The catalyst class is: 179. (7) Reactant: [CH2:1]([O:3][CH2:4][CH:5](O)[CH3:6])[CH3:2].C1(P(C2C=CC=CC=2)C2C=CC=CC=2)C=CC=CC=1.[C:27]([NH:34][C:35]([O:37][C:38]([CH3:41])([CH3:40])[CH3:39])=[O:36])([O:29][C:30]([CH3:33])([CH3:32])[CH3:31])=[O:28].CC(OC(/N=N/C(OC(C)C)=O)=O)C. The catalyst class is: 1. Product: [CH2:1]([O:3][CH2:4][CH:5]([N:34]([C:27]([O:29][C:30]([CH3:33])([CH3:32])[CH3:31])=[O:28])[C:35]([O:37][C:38]([CH3:39])([CH3:40])[CH3:41])=[O:36])[CH3:6])[CH3:2].